This data is from Catalyst prediction with 721,799 reactions and 888 catalyst types from USPTO. The task is: Predict which catalyst facilitates the given reaction. (1) Reactant: [CH3:1][CH:2]1[NH:7][CH2:6][CH2:5][N:4]([C:8]2[C:13]([O:14][CH3:15])=[C:12]3[N:16]([CH:24]4[CH2:26][CH2:25]4)[CH:17]=[C:18]([C:21]([OH:23])=[O:22])[C:19](=[O:20])[C:11]3=[CH:10][C:9]=2[F:27])[CH2:3]1.Cl.[OH-].[Na+].Cl. Product: [CH3:1][CH:2]1[NH:7][CH2:6][CH2:5][N:4]([C:8]2[C:13]([O:14][CH3:15])=[C:12]3[N:16]([CH:24]4[CH2:26][CH2:25]4)[CH:17]=[C:18]([C:21]([OH:23])=[O:22])[C:19](=[O:20])[C:11]3=[CH:10][C:9]=2[F:27])[CH2:3]1. The catalyst class is: 47. (2) Reactant: [OH:1][C:2]1[C:7]([C@@H:8]2[CH2:12][CH2:11][N:10]([CH3:13])[C@H:9]2[CH2:14][OH:15])=[C:6]([O:16][CH3:17])[CH:5]=[C:4]([O:18][CH3:19])[C:3]=1[C:20](=[O:22])[CH3:21].CO[C:25](=O)[C:26]1[CH:31]=[C:30]([N:32]([CH3:34])[CH3:33])[CH:29]=[CH:28][C:27]=1[Cl:35].[H-].[Na+]. The catalyst class is: 3. Product: [Cl:35][C:27]1[CH:28]=[CH:29][C:30]([N:32]([CH3:34])[CH3:33])=[CH:31][C:26]=1[C:25]1[O:1][C:2]2[C:3]([C:20](=[O:22])[CH:21]=1)=[C:4]([O:18][CH3:19])[CH:5]=[C:6]([O:16][CH3:17])[C:7]=2[C@@H:8]1[CH2:12][CH2:11][N:10]([CH3:13])[C@H:9]1[CH2:14][OH:15]. (3) Reactant: [N:1]1[CH:6]=[CH:5][C:4]([C:7]2[CH:13]=[CH:12][C:10]([NH2:11])=[CH:9][CH:8]=2)=[CH:3][CH:2]=1.[F:14][C:15]1[CH:28]=[CH:27][C:18]2[S:19][C:20]([S:23](Cl)(=[O:25])=[O:24])=[C:21]([CH3:22])[C:17]=2[CH:16]=1. Product: [N:1]1[CH:6]=[CH:5][C:4]([C:7]2[CH:13]=[CH:12][C:10]([NH:11][S:23]([C:20]3[S:19][C:18]4[CH:27]=[CH:28][C:15]([F:14])=[CH:16][C:17]=4[C:21]=3[CH3:22])(=[O:25])=[O:24])=[CH:9][CH:8]=2)=[CH:3][CH:2]=1. The catalyst class is: 154.